Task: Predict the reaction yield, written as a fraction of the theoretical maximum amount of product (1.0 means a 100% yield; for example, 0.34 means a 34% yield).. Dataset: Reaction yield outcomes from USPTO patents with 853,638 reactions (1) The reactants are [Cl:1][C:2]1[CH:7]=[CH:6][C:5]([C:8]2[C:12]3[CH2:13][NH:14][CH2:15][CH2:16][C:11]=3[N:10]([CH2:17][CH:18]([OH:34])[CH2:19][N:20]3[CH2:25][CH2:24][N:23]([C:26]4[CH:33]=[CH:32][CH:31]=[CH:30][C:27]=4[C:28]#[N:29])[CH2:22][CH2:21]3)[N:9]=2)=[CH:4][C:3]=1[CH3:35].Cl[C:37](=[O:42])[C:38]([O:40][CH3:41])=[O:39].CO.C(Cl)Cl. The catalyst is C(Cl)Cl. The product is [CH3:41][O:40][C:38](=[O:39])[C:37]([N:14]1[CH2:15][CH2:16][C:11]2[N:10]([CH2:17][CH:18]([OH:34])[CH2:19][N:20]3[CH2:25][CH2:24][N:23]([C:26]4[CH:33]=[CH:32][CH:31]=[CH:30][C:27]=4[C:28]#[N:29])[CH2:22][CH2:21]3)[N:9]=[C:8]([C:5]3[CH:6]=[CH:7][C:2]([Cl:1])=[C:3]([CH3:35])[CH:4]=3)[C:12]=2[CH2:13]1)=[O:42]. The yield is 0.790. (2) The reactants are [CH3:1][O:2][C:3]([C@H:5]1[CH2:9][CH2:8][C@@H:7]([C:10]2[CH:15]=[CH:14][CH:13]=[C:12]([F:16])[CH:11]=2)[NH:6]1)=[O:4].CCN(CC)CC.[Cl:24][C:25]1[CH:30]=[CH:29][C:28]([S:31](Cl)(=[O:33])=[O:32])=[CH:27][CH:26]=1. The catalyst is ClCCCl. The product is [CH3:1][O:2][C:3]([C@H:5]1[CH2:9][CH2:8][C@@H:7]([C:10]2[CH:15]=[CH:14][CH:13]=[C:12]([F:16])[CH:11]=2)[N:6]1[S:31]([C:28]1[CH:29]=[CH:30][C:25]([Cl:24])=[CH:26][CH:27]=1)(=[O:33])=[O:32])=[O:4]. The yield is 0.750.